This data is from Catalyst prediction with 721,799 reactions and 888 catalyst types from USPTO. The task is: Predict which catalyst facilitates the given reaction. Reactant: [OH:1][CH2:2][C:3]1[CH:4]=[C:5]([OH:9])[CH:6]=[CH:7][CH:8]=1.[CH3:10]C1C=CC(S(O)(=O)=O)=CC=1.[C:21]([O-:24])([O-])=O.[K+].[K+].[Br:27][CH2:28][CH2:29][CH2:30]Br. Product: [Br:27][CH2:28][CH2:29][CH2:30][O:9][C:5]1[CH:4]=[C:3]([CH:8]=[CH:7][CH:6]=1)[CH2:2][O:1][CH2:10][CH2:21][OH:24]. The catalyst class is: 196.